This data is from Peptide-MHC class II binding affinity with 134,281 pairs from IEDB. The task is: Regression. Given a peptide amino acid sequence and an MHC pseudo amino acid sequence, predict their binding affinity value. This is MHC class II binding data. (1) The peptide sequence is AEDVIPEGWKADTSY. The MHC is HLA-DPA10201-DPB10501 with pseudo-sequence HLA-DPA10201-DPB10501. The binding affinity (normalized) is 0. (2) The peptide sequence is GRGGWCYYAAAQKEV. The MHC is DRB1_0901 with pseudo-sequence DRB1_0901. The binding affinity (normalized) is 0.787. (3) The peptide sequence is PQIIKEAINRRLRTAVLA. The MHC is DRB1_1501 with pseudo-sequence DRB1_1501. The binding affinity (normalized) is 0.663. (4) The peptide sequence is CGDGIFIFRDSDDWL. The MHC is DRB3_0301 with pseudo-sequence DRB3_0301. The binding affinity (normalized) is 0.323. (5) The peptide sequence is SGKAFGAMAKKGQED. The MHC is DRB1_1302 with pseudo-sequence DRB1_1302. The binding affinity (normalized) is 0. (6) The peptide sequence is NAGFKAALAAAAGVP. The MHC is DRB1_0802 with pseudo-sequence DRB1_0802. The binding affinity (normalized) is 0.626.